This data is from Full USPTO retrosynthesis dataset with 1.9M reactions from patents (1976-2016). The task is: Predict the reactants needed to synthesize the given product. (1) Given the product [CH:1](/[S:9]([NH:18][C:17]1[CH:19]=[CH:20][C:14]([F:13])=[CH:15][CH:16]=1)(=[O:11])=[O:10])=[CH:2]\[C:3]1[CH:8]=[CH:7][CH:6]=[CH:5][CH:4]=1, predict the reactants needed to synthesize it. The reactants are: [CH:1](/[S:9](Cl)(=[O:11])=[O:10])=[CH:2]\[C:3]1[CH:8]=[CH:7][CH:6]=[CH:5][CH:4]=1.[F:13][C:14]1[CH:20]=[CH:19][C:17]([NH2:18])=[CH:16][CH:15]=1. (2) Given the product [Br:10][C:2]1[N:6]([CH3:7])[N:5]=[CH:4][C:3]=1[C:8]#[N:9], predict the reactants needed to synthesize it. The reactants are: N[C:2]1[N:6]([CH3:7])[N:5]=[CH:4][C:3]=1[C:8]#[N:9].[BrH:10].N([O-])=O.[Na+]. (3) Given the product [OH:39][CH2:38][CH2:37][C:36]([CH3:40])([CH3:41])[C:35]#[C:34][C:9]1[S:8][C:7]([C:5]([OH:6])=[O:4])=[C:11]([N:12]([C:25]([CH:27]2[CH2:28][CH2:29][CH:30]([CH3:33])[CH2:31][CH2:32]2)=[O:26])[CH:13]2[CH2:14][CH2:15][CH:16]([O:19][CH:20]3[CH2:24][CH2:23][O:22][CH2:21]3)[CH2:17][CH2:18]2)[CH:10]=1, predict the reactants needed to synthesize it. The reactants are: [OH-].[Na+].C[O:4][C:5]([C:7]1[S:8][C:9]([C:34]#[C:35][C:36]([CH3:41])([CH3:40])[CH2:37][CH2:38][OH:39])=[CH:10][C:11]=1[N:12]([C:25]([CH:27]1[CH2:32][CH2:31][CH:30]([CH3:33])[CH2:29][CH2:28]1)=[O:26])[CH:13]1[CH2:18][CH2:17][CH:16]([O:19][CH:20]2[CH2:24][CH2:23][O:22][CH2:21]2)[CH2:15][CH2:14]1)=[O:6]. (4) Given the product [CH3:42][O:41][C:39](=[O:40])[CH2:38][N:21]([S:22]([C:25]1[CH:34]=[CH:33][C:32]2[C:27](=[CH:28][CH:29]=[C:30]([Cl:35])[CH:31]=2)[CH:26]=1)(=[O:23])=[O:24])[CH:17]1[CH2:18][CH2:19][CH2:20][N:15]([C:3]2[CH:2]=[CH:7][C:6]([N:8]3[CH:13]=[CH:12][CH:11]=[CH:10][C:9]3=[O:14])=[CH:5][CH:4]=2)[C:16]1=[O:36], predict the reactants needed to synthesize it. The reactants are: F[C:2]1[CH:7]=[C:6]([N:8]2[CH:13]=[CH:12][CH:11]=[CH:10][C:9]2=[O:14])[CH:5]=[CH:4][C:3]=1[N:15]1[CH2:20][CH2:19][CH2:18][CH:17]([NH:21][S:22]([C:25]2[CH:34]=[CH:33][C:32]3[C:27](=[CH:28][CH:29]=[C:30]([Cl:35])[CH:31]=3)[CH:26]=2)(=[O:24])=[O:23])[C:16]1=[O:36].Br[CH2:38][C:39]([O:41][CH3:42])=[O:40].C(=O)([O-])[O-].[K+].[K+]. (5) The reactants are: [CH2:1]([N:3]1[C:11](Br)=[C:10]2[C:5]([CH:6]=[CH:7][CH:8]=[CH:9]2)=[N:4]1)[CH3:2].[Li]C(C)(C)C.[O:18]=[C:19]1[CH2:24][CH2:23][N:22]([C:25]([O:27][C:28]([CH3:31])([CH3:30])[CH3:29])=[O:26])[CH2:21][CH2:20]1. Given the product [C:28]([O:27][C:25]([N:22]1[CH2:23][CH2:24][C:19]([OH:18])([C:11]2[N:3]([CH2:1][CH3:2])[N:4]=[C:5]3[C:10]=2[CH:9]=[CH:8][CH:7]=[CH:6]3)[CH2:20][CH2:21]1)=[O:26])([CH3:31])([CH3:29])[CH3:30], predict the reactants needed to synthesize it. (6) Given the product [F:1][C:2]1[CH:3]=[C:4]([CH:36]=[CH:37][C:38]=1[O:39][CH2:41][CH2:42][N:44]([CH2:46][CH2:47][O:48][CH3:49])[CH3:45])[CH2:5][N:7]([CH:33]([CH3:35])[CH3:34])[C:8]1[CH:13]=[C:12]([O:14][CH3:15])[CH:11]=[CH:10][C:9]=1[C@H:16]1[CH2:25][CH2:24][C:23]2[CH:22]=[C:21]([OH:26])[CH:20]=[CH:19][C:18]=2[CH2:17]1, predict the reactants needed to synthesize it. The reactants are: [F:1][C:2]1[CH:3]=[C:4]([CH:36]=[CH:37][C:38]=1[OH:39])[C:5]([N:7]([CH:33]([CH3:35])[CH3:34])[C:8]1[CH:13]=[C:12]([O:14][CH3:15])[CH:11]=[CH:10][C:9]=1[C@H:16]1[CH2:25][CH2:24][C:23]2[CH:22]=[C:21]([O:26]C(=O)C(C)(C)C)[CH:20]=[CH:19][C:18]=2[CH2:17]1)=O.Cl[CH2:41][C:42]([N:44]([CH2:46][CH2:47][O:48][CH3:49])[CH3:45])=O.